Dataset: Full USPTO retrosynthesis dataset with 1.9M reactions from patents (1976-2016). Task: Predict the reactants needed to synthesize the given product. Given the product [NH2:38][C:39]1[N:40]=[CH:41][C:42]([C:8]2[C:9]([NH2:37])=[N:10][CH:11]=[N:12][C:13]=2[N:14]2[CH2:15][CH2:16][CH:17]([C:20]3[N:21]([CH3:36])[CH:22]=[C:23]([C:25]4[CH:30]=[CH:29][C:28]([F:31])=[C:27]([C:32]([F:35])([F:34])[F:33])[CH:26]=4)[N:24]=3)[CH2:18][CH2:19]2)=[CH:43][CH:44]=1, predict the reactants needed to synthesize it. The reactants are: FC1C=CC([C:8]2[C:9]([NH2:37])=[N:10][CH:11]=[N:12][C:13]=2[N:14]2[CH2:19][CH2:18][CH:17]([C:20]3[N:21]([CH3:36])[CH:22]=[C:23]([C:25]4[CH:30]=[CH:29][C:28]([F:31])=[C:27]([C:32]([F:35])([F:34])[F:33])[CH:26]=4)[N:24]=3)[CH2:16][CH2:15]2)=CC=1.[NH2:38][C:39]1[CH:44]=[CH:43][C:42](B2OC(C)(C)C(C)(C)O2)=[CH:41][N:40]=1.